From a dataset of Peptide-MHC class II binding affinity with 134,281 pairs from IEDB. Regression. Given a peptide amino acid sequence and an MHC pseudo amino acid sequence, predict their binding affinity value. This is MHC class II binding data. (1) The binding affinity (normalized) is 0. The peptide sequence is MGVSDVPRDLEVVAA. The MHC is DRB1_0802 with pseudo-sequence DRB1_0802. (2) The peptide sequence is GSRAIWYMWLGARYLHHHHHH. The MHC is DRB1_0801 with pseudo-sequence DRB1_0801. The binding affinity (normalized) is 0. (3) The peptide sequence is LVVRMYLSSQAIRLV. The MHC is DRB5_0101 with pseudo-sequence DRB5_0101. The binding affinity (normalized) is 0.806. (4) The peptide sequence is AAFKIAATAANSAPA. The MHC is HLA-DQA10102-DQB10502 with pseudo-sequence HLA-DQA10102-DQB10502. The binding affinity (normalized) is 0.363. (5) The peptide sequence is NAAYNAADHAAPEDK. The MHC is DRB1_1201 with pseudo-sequence DRB1_1201. The binding affinity (normalized) is 0.0529. (6) The peptide sequence is GPGSTGLNITGVTCG. The MHC is DRB1_1501 with pseudo-sequence DRB1_1501. The binding affinity (normalized) is 0.0999. (7) The peptide sequence is INEPTLAAIAYGLDR. The MHC is HLA-DQA10501-DQB10301 with pseudo-sequence HLA-DQA10501-DQB10301. The binding affinity (normalized) is 0.623. (8) The peptide sequence is QEALEDFREFSRAKG. The MHC is DRB1_0901 with pseudo-sequence DRB1_0901. The binding affinity (normalized) is 0.324. (9) The peptide sequence is TQCMNIMESIPANTI. The MHC is DRB1_0401 with pseudo-sequence DRB1_0401. The binding affinity (normalized) is 0.608.